Dataset: Forward reaction prediction with 1.9M reactions from USPTO patents (1976-2016). Task: Predict the product of the given reaction. (1) Given the reactants [C:1]([C:3]1([CH2:6][O:7][C:8]2[C:29]([O:30][CH3:31])=[CH:28][C:11]3[C:12]4[N:17]([CH:18]([CH2:20][CH3:21])[CH2:19][C:10]=3[CH:9]=2)[CH:16]=[C:15]([C:22]([O:24]CC)=[O:23])[C:14](=[O:27])[CH:13]=4)[CH2:5][CH2:4]1)#[N:2].O[Li].O, predict the reaction product. The product is: [C:1]([C:3]1([CH2:6][O:7][C:8]2[C:29]([O:30][CH3:31])=[CH:28][C:11]3[C:12]4[N:17]([CH:18]([CH2:20][CH3:21])[CH2:19][C:10]=3[CH:9]=2)[CH:16]=[C:15]([C:22]([OH:24])=[O:23])[C:14](=[O:27])[CH:13]=4)[CH2:4][CH2:5]1)#[N:2]. (2) Given the reactants C(OC([N:8]1[C@H:12]([C:13](O)=O)[C@H:11]([CH:16](C)C)[O:10]C1(C)C)=O)(C)(C)C.[NH2:21][C:22]1[CH:23]=[C:24]([C:29]2[CH:34]=[CH:33][C:32]([C:35]#[N:36])=[CH:31][CH:30]=2)[CH:25]=[CH:26][C:27]=1[NH2:28], predict the reaction product. The product is: [NH2:8][C@H:12]([C:13]1[NH:28][C:27]2[CH:26]=[CH:25][C:24]([C:29]3[CH:34]=[CH:33][C:32]([C:35]#[N:36])=[CH:31][CH:30]=3)=[CH:23][C:22]=2[N:21]=1)[C@@H:11]([OH:10])[CH3:16]. (3) Given the reactants [Br:1][C:2]1[CH:3]=[N:4][C:5]2[N:6]([N:8]=[C:9]([C:11]([OH:13])=O)[CH:10]=2)[CH:7]=1.[Cl:14][C:15]1[N:19]2[CH2:20][CH2:21][NH:22][CH:23]([CH3:24])[C:18]2=[CH:17][CH:16]=1, predict the reaction product. The product is: [Cl:14][C:15]1[N:19]2[CH2:20][CH2:21][N:22]([C:11]([C:9]3[CH:10]=[C:5]4[N:4]=[CH:3][C:2]([Br:1])=[CH:7][N:6]4[N:8]=3)=[O:13])[CH:23]([CH3:24])[C:18]2=[CH:17][CH:16]=1. (4) Given the reactants [C:1]([NH:4][C:5]1[CH:10]=[C:9]([C:11]#[C:12][C:13]2[C:18]([NH:19]C(=O)C(F)(F)F)=[C:17]([C:26](=[O:28])[CH3:27])[CH:16]=[C:15]([Br:29])[N:14]=2)[CH:8]=[CH:7][N:6]=1)(=[O:3])[CH3:2].C1(P(C2CCCCC2)C2C=CC=CC=2C2C(C(C)C)=CC(C(C)C)=CC=2C(C)C)CCCCC1.C([O-])([O-])=O.[Cs+].[Cs+], predict the reaction product. The product is: [C:26]([C:17]1[CH:16]=[C:15]([Br:29])[N:14]=[C:13]2[CH:12]=[C:11]([C:9]3[CH:8]=[CH:7][N:6]=[C:5]([NH:4][C:1](=[O:3])[CH3:2])[CH:10]=3)[NH:19][C:18]=12)(=[O:28])[CH3:27]. (5) Given the reactants [Br:1][C:2]1[CH:3]=[C:4]([CH:7]=[CH:8][C:9]=1[O:10][CH3:11])[C:5]#[N:6].[S].[CH2:13](N)[CH2:14][NH2:15], predict the reaction product. The product is: [Br:1][C:2]1[CH:3]=[C:4]([C:5]2[NH:15][CH2:14][CH2:13][N:6]=2)[CH:7]=[CH:8][C:9]=1[O:10][CH3:11].